Dataset: Full USPTO retrosynthesis dataset with 1.9M reactions from patents (1976-2016). Task: Predict the reactants needed to synthesize the given product. (1) Given the product [CH:26]([C:23]1[CH:24]=[CH:25][C:20]([C:9]2[C:10]3[C:15](=[CH:14][CH:13]=[C:12]([O:16][CH2:17][C:18]#[CH:19])[CH:11]=3)[N:6]([CH2:5][C:4]3[CH:30]=[CH:31][CH:32]=[C:2]([O:1][CH2:40][CH2:41][O:42][CH:43]4[CH2:48][CH2:47][CH2:46][CH2:45][O:44]4)[CH:3]=3)[C:7](=[O:29])[N:8]=2)=[CH:21][CH:22]=1)([CH3:27])[CH3:28], predict the reactants needed to synthesize it. The reactants are: [OH:1][C:2]1[CH:3]=[C:4]([CH:30]=[CH:31][CH:32]=1)[CH2:5][N:6]1[C:15]2[C:10](=[CH:11][C:12]([O:16][CH2:17][C:18]#[CH:19])=[CH:13][CH:14]=2)[C:9]([C:20]2[CH:25]=[CH:24][C:23]([CH:26]([CH3:28])[CH3:27])=[CH:22][CH:21]=2)=[N:8][C:7]1=[O:29].C(=O)([O-])[O-].[K+].[K+].Br[CH2:40][CH2:41][O:42][CH:43]1[CH2:48][CH2:47][CH2:46][CH2:45][O:44]1. (2) Given the product [Br:33][CH2:12][CH2:11][CH2:10][C:6]1[CH:7]=[CH:8][CH:9]=[C:4]([N+:1]([O-:3])=[O:2])[CH:5]=1, predict the reactants needed to synthesize it. The reactants are: [N+:1]([C:4]1[CH:5]=[C:6]([CH2:10][CH2:11][CH2:12]O)[CH:7]=[CH:8][CH:9]=1)([O-:3])=[O:2].C1(P(C2C=CC=CC=2)C2C=CC=CC=2)C=CC=CC=1.[Br:33]N1C(=O)CCC1=O. (3) Given the product [F:45][CH:26]([F:25])[C:27]1[CH:32]=[CH:31][C:30](/[CH:33]=[CH:34]/[C:35]([N:55]2[CH2:54][CH2:53][CH:52]([C:49]3[O:48][C:47]([CH3:46])=[N:51][N:50]=3)[CH2:57][CH2:56]2)=[O:37])=[C:29]([CH2:38][N:39]2[N:43]=[N:42][C:41]([CH3:44])=[N:40]2)[CH:28]=1, predict the reactants needed to synthesize it. The reactants are: C(P1(=O)OP(CCC)(=O)OP(CCC)(=O)O1)CC.C(OCC)(=O)C.[F:25][CH:26]([F:45])[C:27]1[CH:32]=[CH:31][C:30](/[CH:33]=[CH:34]/[C:35]([OH:37])=O)=[C:29]([CH2:38][N:39]2[N:43]=[N:42][C:41]([CH3:44])=[N:40]2)[CH:28]=1.[CH3:46][C:47]1[O:48][C:49]([CH:52]2[CH2:57][CH2:56][NH:55][CH2:54][CH2:53]2)=[N:50][N:51]=1.